From a dataset of Peptide-MHC class II binding affinity with 134,281 pairs from IEDB. Regression. Given a peptide amino acid sequence and an MHC pseudo amino acid sequence, predict their binding affinity value. This is MHC class II binding data. (1) The peptide sequence is YVAWMSATAALAREA. The MHC is DRB1_0404 with pseudo-sequence DRB1_0404. The binding affinity (normalized) is 0.152. (2) The MHC is DRB1_0401 with pseudo-sequence DRB1_0401. The peptide sequence is GELQIVDKIEAAFKI. The binding affinity (normalized) is 0.577. (3) The peptide sequence is IKTLKFDALSGSQEV. The MHC is HLA-DQA10601-DQB10402 with pseudo-sequence HLA-DQA10601-DQB10402. The binding affinity (normalized) is 0. (4) The peptide sequence is ASEVFKAVEAYLVAH. The MHC is DRB1_0405 with pseudo-sequence DRB1_0405. The binding affinity (normalized) is 0.198. (5) The peptide sequence is PNYNLIIMDEAHFTD. The binding affinity (normalized) is 0.610. The MHC is DRB1_1302 with pseudo-sequence DRB1_1302. (6) The peptide sequence is LFNRGKLKVSGELKN. The MHC is DRB1_0101 with pseudo-sequence DRB1_0101. The binding affinity (normalized) is 0.501.